From a dataset of Catalyst prediction with 721,799 reactions and 888 catalyst types from USPTO. Predict which catalyst facilitates the given reaction. Reactant: [CH3:1][C@:2]1([NH:20][C:21](=[O:27])[O:22][C:23]([CH3:26])([CH3:25])[CH3:24])[CH2:6][CH2:5][N:4]([C@@H:7]([C:12]2[CH:13]=[N:14][C:15]([NH:18][NH2:19])=[CH:16][CH:17]=2)[C:8]([F:11])([F:10])[F:9])[CH2:3]1.[CH2:28]([O:30][C:31]1[CH:40]=[C:39]2[C:34]([CH:35]=[CH:36][C:37]([CH:41]=O)=[N:38]2)=[CH:33][C:32]=1[F:43])[CH3:29]. Product: [CH2:28]([O:30][C:31]1[CH:40]=[C:39]2[C:34]([CH:35]=[CH:36][C:37](/[CH:41]=[N:19]/[NH:18][C:15]3[N:14]=[CH:13][C:12]([C@H:7]([N:4]4[CH2:5][CH2:6][C@@:2]([NH:20][C:21](=[O:27])[O:22][C:23]([CH3:26])([CH3:25])[CH3:24])([CH3:1])[CH2:3]4)[C:8]([F:9])([F:10])[F:11])=[CH:17][CH:16]=3)=[N:38]2)=[CH:33][C:32]=1[F:43])[CH3:29]. The catalyst class is: 8.